From a dataset of Reaction yield outcomes from USPTO patents with 853,638 reactions. Predict the reaction yield, written as a fraction of the theoretical maximum amount of product (1.0 means a 100% yield; for example, 0.34 means a 34% yield). (1) The product is [Br:20][C:21]1[CH:22]=[C:23]2[C:29]([C:5]3[CH:6]=[CH:7][CH:8]=[CH:9][C:4]=3[O:3][CH:2]([F:1])[F:19])=[N:28][N:27]([CH2:31][O:32][CH2:33][CH2:34][Si:35]([CH3:38])([CH3:37])[CH3:36])[C:24]2=[N:25][CH:26]=1. The reactants are [F:1][CH:2]([F:19])[O:3][C:4]1[CH:9]=[CH:8][CH:7]=[CH:6][C:5]=1B1OC(C)(C)C(C)(C)O1.[Br:20][C:21]1[CH:22]=[C:23]2[C:29](I)=[N:28][N:27]([CH2:31][O:32][CH2:33][CH2:34][Si:35]([CH3:38])([CH3:37])[CH3:36])[C:24]2=[N:25][CH:26]=1.C(=O)([O-])[O-].[Na+].[Na+].C(#N)C. The catalyst is C1COCC1. The yield is 0.950. (2) The reactants are [Cl:1][CH2:2][CH2:3][O:4][C:5]1[C:21]([O:22][CH3:23])=[CH:20][C:8]2[CH:9]=[C:10]3[C:15](=[CH:16][C:7]=2[CH:6]=1)[NH:14][CH:13]=[C:12]([C:17]#[N:18])[C:11]3=O.[Cl:24]CCOC1C(OC)=CC2C=C3C(C(=O)C(C#N)=CN3)=CC=2C=1.P(Cl)(Cl)(Cl)=O. The catalyst is CN(C)C=O. The product is [Cl:24][C:11]1[C:10]2[C:15](=[CH:16][C:7]3[CH:6]=[C:5]([O:4][CH2:3][CH2:2][Cl:1])[C:21]([O:22][CH3:23])=[CH:20][C:8]=3[CH:9]=2)[N:14]=[CH:13][C:12]=1[C:17]#[N:18]. The yield is 0.870. (3) The reactants are FC1C=CC(CN)=CC=1.[NH2:10][CH2:11][C:12]1[CH:17]=[CH:16][N:15]=[CH:14][CH:13]=1.[CH2:18]([N:25]1[CH2:29][CH2:28][N:27]([C:30]2[S:31][C:32]([C:36](O)=[O:37])=[C:33]([CH3:35])[N:34]=2)[C:26]1=[O:39])[C:19]1[CH:24]=[CH:23][CH:22]=[CH:21][CH:20]=1. No catalyst specified. The product is [CH2:18]([N:25]1[CH2:29][CH2:28][N:27]([C:30]2[S:31][C:32]([C:36]([NH:10][CH2:11][C:12]3[CH:17]=[CH:16][N:15]=[CH:14][CH:13]=3)=[O:37])=[C:33]([CH3:35])[N:34]=2)[C:26]1=[O:39])[C:19]1[CH:24]=[CH:23][CH:22]=[CH:21][CH:20]=1. The yield is 0.490.